Dataset: Catalyst prediction with 721,799 reactions and 888 catalyst types from USPTO. Task: Predict which catalyst facilitates the given reaction. Reactant: [ClH:1].C(OC(=O)[NH:8][C@H:9]1[CH2:12][C@H:11]([N:13]2[C:17]3=[N:18][CH:19]=[C:20]([F:22])[CH:21]=[C:16]3[N:15]([CH3:23])[C:14]2=[O:24])[CH2:10]1)(C)(C)C. Product: [ClH:1].[NH2:8][C@H:9]1[CH2:12][C@H:11]([N:13]2[C:17]3=[N:18][CH:19]=[C:20]([F:22])[CH:21]=[C:16]3[N:15]([CH3:23])[C:14]2=[O:24])[CH2:10]1. The catalyst class is: 12.